From a dataset of Reaction yield outcomes from USPTO patents with 853,638 reactions. Predict the reaction yield, written as a fraction of the theoretical maximum amount of product (1.0 means a 100% yield; for example, 0.34 means a 34% yield). (1) The reactants are [NH2:1][C:2]1[C:3]2[CH2:14][N:13](C(OC(C)(C)C)=O)[C:12]([CH3:23])([CH3:22])[C:4]=2[N:5]([C:7]([O:9][CH2:10][CH3:11])=[O:8])[N:6]=1.[ClH:24]. The catalyst is C(O)C. The product is [ClH:24].[ClH:24].[NH2:1][C:2]1[C:3]2[CH2:14][NH:13][C:12]([CH3:22])([CH3:23])[C:4]=2[N:5]([C:7]([O:9][CH2:10][CH3:11])=[O:8])[N:6]=1. The yield is 0.985. (2) The reactants are [S:1]1[CH:5]=[CH:4][N:3]=[CH:2]1.Br[C:7]1[CH:12]=[CH:11][C:10]([O:13][CH3:14])=[CH:9][CH:8]=1. No catalyst specified. The product is [CH3:14][O:13][C:10]1[CH:11]=[CH:12][C:7]([C:2]2[S:1][CH:5]=[CH:4][N:3]=2)=[CH:8][CH:9]=1. The yield is 0.670. (3) The reactants are [CH3:1][C:2]1[C:7]([N+:8]([O-])=O)=[C:6]([CH3:11])[N:5]=[C:4]([O:12][CH2:13][C:14]([O:16][CH2:17][CH3:18])=[O:15])[N:3]=1.[H][H]. The catalyst is C(O)C.[Pd]. The product is [NH2:8][C:7]1[C:2]([CH3:1])=[N:3][C:4]([O:12][CH2:13][C:14]([O:16][CH2:17][CH3:18])=[O:15])=[N:5][C:6]=1[CH3:11]. The yield is 0.999. (4) The reactants are Cl[C:2]1[C:3]2[N:10]=[CH:9][N:8]([CH2:11][CH3:12])[C:4]=2[N:5]=[N:6][CH:7]=1.[CH2:13]([S:15]([C:18]1[CH:23]=[CH:22][C:21]([C:24]2[C:25]([OH:39])=[CH:26][CH:27]=[C:28](B3OC(C)(C)C(C)(C)O3)[CH:29]=2)=[C:20]([O:40][CH3:41])[CH:19]=1)(=[O:17])=[O:16])[CH3:14].C(=O)([O-])[O-].[Na+].[Na+]. The catalyst is O1CCOCC1.O.[Pd].C1(P(C2C=CC=CC=2)C2C=CC=CC=2)C=CC=CC=1.C1(P(C2C=CC=CC=2)C2C=CC=CC=2)C=CC=CC=1.C1(P(C2C=CC=CC=2)C2C=CC=CC=2)C=CC=CC=1.C1(P(C2C=CC=CC=2)C2C=CC=CC=2)C=CC=CC=1. The product is [CH2:11]([N:8]1[C:4]2[N:5]=[N:6][CH:7]=[C:2]([C:28]3[CH:29]=[C:24]([C:21]4[CH:22]=[CH:23][C:18]([S:15]([CH2:13][CH3:14])(=[O:16])=[O:17])=[CH:19][C:20]=4[O:40][CH3:41])[C:25]([OH:39])=[CH:26][CH:27]=3)[C:3]=2[N:10]=[CH:9]1)[CH3:12]. The yield is 0.110.